From a dataset of Aqueous solubility values for 9,982 compounds from the AqSolDB database. Regression/Classification. Given a drug SMILES string, predict its absorption, distribution, metabolism, or excretion properties. Task type varies by dataset: regression for continuous measurements (e.g., permeability, clearance, half-life) or binary classification for categorical outcomes (e.g., BBB penetration, CYP inhibition). For this dataset (solubility_aqsoldb), we predict Y. (1) The molecule is CCOc1ccccc1NC(=O)c1cc2ccccc2cc1O. The Y is -5.19 log mol/L. (2) The drug is FCF. The Y is -1.44 log mol/L. (3) The drug is Oc1cc(Cl)c(Cl)cc1Cl. The Y is -2.22 log mol/L.